Predict the product of the given reaction. From a dataset of Forward reaction prediction with 1.9M reactions from USPTO patents (1976-2016). (1) Given the reactants [C:1]([C@H:5]1[CH2:9]OS(=O)(=O)[N:6]1[CH2:12][C:13]1[CH:18]=[CH:17][CH:16]=[CH:15][CH:14]=1)([CH3:4])([CH3:3])[CH3:2].[F-:19].C([N+](CCCC)(CCCC)CCCC)CCC, predict the reaction product. The product is: [CH2:12]([NH:6][C@@H:5]([C:1]([CH3:4])([CH3:3])[CH3:2])[CH2:9][F:19])[C:13]1[CH:18]=[CH:17][CH:16]=[CH:15][CH:14]=1. (2) Given the reactants C(O)(=O)[C@@H]([C@H](C(O)=O)O)O.[F:11][C:12]([F:22])([F:21])[CH:13]([C:15]1[CH:20]=[CH:19][CH:18]=[CH:17][CH:16]=1)[NH2:14], predict the reaction product. The product is: [F:11][C:12]([F:21])([F:22])[C@@H:13]([C:15]1[CH:20]=[CH:19][CH:18]=[CH:17][CH:16]=1)[NH2:14]. (3) Given the reactants [C:1]([C:3]1[C:12](OS(C(F)(F)F)(=O)=O)=[C:11]2[C:6]([CH:7]=[CH:8][C:9]([C:21]([O:23][CH3:24])=[O:22])=[CH:10]2)=[CH:5][CH:4]=1)#[N:2].[F:25][C:26]1[CH:31]=[CH:30][CH:29]=[C:28]([F:32])[C:27]=1OB(O)O.[F-].[Cs+].COCCOC, predict the reaction product. The product is: [C:1]([C:3]1[C:12]([C:27]2[C:26]([F:25])=[CH:31][CH:30]=[CH:29][C:28]=2[F:32])=[C:11]2[C:6]([CH:7]=[CH:8][C:9]([C:21]([O:23][CH3:24])=[O:22])=[CH:10]2)=[CH:5][CH:4]=1)#[N:2]. (4) Given the reactants [CH3:1][CH2:2][CH2:3][CH2:4][CH2:5][CH:6]1[O:11][C:9](=O)[CH2:8][CH2:7]1.S(Cl)([Cl:14])=O.[CH3:16][OH:17], predict the reaction product. The product is: [CH3:16][O:17][C:9](=[O:11])[CH2:8][CH2:7][CH:6]([Cl:14])[CH2:5][CH2:4][CH2:3][CH2:2][CH3:1]. (5) Given the reactants CS([C:5]1[N:10]=[C:9]([C:11]2[CH:16]=[CH:15][C:14]([C:17]([F:20])([F:19])[F:18])=[CH:13][CH:12]=2)[CH:8]=[CH:7][N:6]=1)(=O)=O.C(N(CC)C(C)C)(C)C.[CH3:30][O:31][CH2:32][CH2:33][NH:34][CH2:35][C:36]1[CH:48]=[CH:47][C:39]([O:40][CH2:41][C:42]([O:44][CH2:45][CH3:46])=[O:43])=[C:38]([CH3:49])[CH:37]=1, predict the reaction product. The product is: [CH3:30][O:31][CH2:32][CH2:33][N:34]([CH2:35][C:36]1[CH:48]=[CH:47][C:39]([O:40][CH2:41][C:42]([O:44][CH2:45][CH3:46])=[O:43])=[C:38]([CH3:49])[CH:37]=1)[C:5]1[N:10]=[C:9]([C:11]2[CH:16]=[CH:15][C:14]([C:17]([F:20])([F:19])[F:18])=[CH:13][CH:12]=2)[CH:8]=[CH:7][N:6]=1. (6) Given the reactants [NH2:1][C:2]1[N:7]=[C:6]([N:8]2[CH2:34][CH2:33][C:11]3([CH2:15][N:14](C(OCC4C=CC=CC=4)=O)[C@H:13]([C:26]([O:28][C:29]([CH3:32])([CH3:31])[CH3:30])=[O:27])[CH2:12]3)[CH2:10][CH2:9]2)[CH:5]=[C:4]([O:35][C@H:36]([C:41]2[CH:46]=[CH:45][C:44]([Cl:47])=[CH:43][C:42]=2[N:48]2[CH:52]=[CH:51][C:50]([CH3:53])=[N:49]2)[C:37]([F:40])([F:39])[F:38])[N:3]=1, predict the reaction product. The product is: [NH2:1][C:2]1[N:7]=[C:6]([N:8]2[CH2:34][CH2:33][C:11]3([CH2:15][NH:14][C@H:13]([C:26]([O:28][C:29]([CH3:30])([CH3:31])[CH3:32])=[O:27])[CH2:12]3)[CH2:10][CH2:9]2)[CH:5]=[C:4]([O:35][C@H:36]([C:41]2[CH:46]=[CH:45][C:44]([Cl:47])=[CH:43][C:42]=2[N:48]2[CH:52]=[CH:51][C:50]([CH3:53])=[N:49]2)[C:37]([F:38])([F:40])[F:39])[N:3]=1. (7) Given the reactants [N:1]1[CH:6]=[CH:5][N:4]=[CH:3][C:2]=1/[CH:7]=[CH:8]/[C:9]1[C:17]2[C:12](=[CH:13][C:14](/[CH:18]=[C:19]3/[C:20](=[O:28])[NH:21][C:22]4[C:27]/3=[CH:26][CH:25]=[CH:24][CH:23]=4)=[CH:15][CH:16]=2)[N:11](COCC[Si](C)(C)C)[N:10]=1.[F-].C([N+](CCCC)(CCCC)CCCC)CCC, predict the reaction product. The product is: [N:1]1[CH:6]=[CH:5][N:4]=[CH:3][C:2]=1/[CH:7]=[CH:8]/[C:9]1[C:17]2[C:12](=[CH:13][C:14]([CH:18]=[C:19]3[C:27]4[C:22](=[CH:23][CH:24]=[CH:25][CH:26]=4)[NH:21][C:20]3=[O:28])=[CH:15][CH:16]=2)[NH:11][N:10]=1.